This data is from Forward reaction prediction with 1.9M reactions from USPTO patents (1976-2016). The task is: Predict the product of the given reaction. (1) Given the reactants Br[CH2:2][C:3]1[CH:8]=[C:7]([C:9]([F:12])([F:11])[F:10])[CH:6]=[C:5]([F:13])[CH:4]=1.[CH3:14][NH2:15], predict the reaction product. The product is: [F:13][C:5]1[CH:4]=[C:3]([CH2:2][NH:15][CH3:14])[CH:8]=[C:7]([C:9]([F:12])([F:11])[F:10])[CH:6]=1. (2) Given the reactants [CH3:1][O:2][CH2:3][C:4]([N:6]1[CH2:12][CH2:11][C:10]2[N:13]=[C:14]([C:16]3[S:17][C:18]4[C:24]([N:25]5[CH2:30][CH2:29][O:28][CH2:27][CH2:26]5)=[CH:23][CH:22]=[C:21]([O:31][CH3:32])[C:19]=4[N:20]=3)[NH:15][C:9]=2[CH2:8][CH2:7]1)=O.[H-].[Al+3].[Li+].[H-].[H-].[H-].C(OC(=O)C)C.O, predict the reaction product. The product is: [CH3:1][O:2][CH2:3][CH2:4][N:6]1[CH2:7][CH2:8][C:9]2[N:15]=[C:14]([C:16]3[S:17][C:18]4[C:24]([N:25]5[CH2:30][CH2:29][O:28][CH2:27][CH2:26]5)=[CH:23][CH:22]=[C:21]([O:31][CH3:32])[C:19]=4[N:20]=3)[NH:13][C:10]=2[CH2:11][CH2:12]1. (3) The product is: [C:1]([N:4]1[CH2:9][CH2:8][CH:7]([NH:10][C:11](=[O:20])[C:12]2[CH:17]=[C:16]([F:18])[CH:15]=[N:14][C:13]=2[O:31][C:28]2[CH:29]=[CH:30][C:25]3[S:24][CH2:23][CH2:22][O:21][C:26]=3[CH:27]=2)[CH2:6][CH2:5]1)(=[O:3])[CH3:2]. Given the reactants [C:1]([N:4]1[CH2:9][CH2:8][CH:7]([NH:10][C:11](=[O:20])[C:12]2[CH:17]=[C:16]([F:18])[CH:15]=[N:14][C:13]=2Cl)[CH2:6][CH2:5]1)(=[O:3])[CH3:2].[O:21]1[C:26]2[CH:27]=[C:28]([OH:31])[CH:29]=[CH:30][C:25]=2[S:24][CH2:23][CH2:22]1.C(=O)([O-])[O-].[Cs+].[Cs+], predict the reaction product. (4) Given the reactants [Sn](Cl)Cl.[CH2:4]([O:11][C:12]1[C:17]([Cl:18])=[CH:16][C:15]([N+:19]([O-])=O)=[CH:14][C:13]=1[Cl:22])[C:5]1[CH:10]=[CH:9][CH:8]=[CH:7][CH:6]=1.C(C(C(C([O-])=O)O)O)([O-])=O.[K+].[Na+], predict the reaction product. The product is: [CH2:4]([O:11][C:12]1[C:13]([Cl:22])=[CH:14][C:15]([NH2:19])=[CH:16][C:17]=1[Cl:18])[C:5]1[CH:6]=[CH:7][CH:8]=[CH:9][CH:10]=1. (5) Given the reactants [F:1][C:2]1[CH:9]=[CH:8][C:5]([CH:6]=O)=[CH:4][CH:3]=1.[N+:10]([CH3:13])([O-:12])=[O:11].C([O-])(=O)C.[NH4+], predict the reaction product. The product is: [F:1][C:2]1[CH:9]=[CH:8][C:5](/[CH:6]=[CH:13]/[N+:10]([O-:12])=[O:11])=[CH:4][CH:3]=1. (6) Given the reactants C(OC([N:8]1[C:12]2=[N:13][CH:14]=[C:15]([O:17][CH2:18][CH2:19][CH2:20][Cl:21])[CH:16]=[C:11]2[CH:10]=[C:9]1[C:22]([N:24]1[CH2:29][CH2:28][C:27]([F:31])([F:30])[CH2:26][CH2:25]1)=[O:23])=O)(C)(C)C.FC(F)(F)C(O)=O, predict the reaction product. The product is: [Cl:21][CH2:20][CH2:19][CH2:18][O:17][C:15]1[CH:16]=[C:11]2[CH:10]=[C:9]([C:22]([N:24]3[CH2:25][CH2:26][C:27]([F:31])([F:30])[CH2:28][CH2:29]3)=[O:23])[NH:8][C:12]2=[N:13][CH:14]=1.